This data is from Full USPTO retrosynthesis dataset with 1.9M reactions from patents (1976-2016). The task is: Predict the reactants needed to synthesize the given product. The reactants are: [F:1][C:2]1[CH:7]=[CH:6][C:5]([CH:8]2[C:17]([CH3:24])([C:18]3[N:19]([CH3:23])[CH:20]=[CH:21][N:22]=3)[C:16](=O)[C:15]3[C:14]([C:26]([O:28]CC)=O)=[CH:13][CH:12]=[CH:11][C:10]=3[NH:9]2)=[CH:4][CH:3]=1.O.[NH2:32][NH2:33]. Given the product [F:1][C:2]1[CH:7]=[CH:6][C:5]([CH:8]2[NH:9][C:10]3[C:15]4[C:16](=[N:32][NH:33][C:26](=[O:28])[C:14]=4[CH:13]=[CH:12][CH:11]=3)[C:17]2([CH3:24])[C:18]2[N:19]([CH3:23])[CH:20]=[CH:21][N:22]=2)=[CH:4][CH:3]=1, predict the reactants needed to synthesize it.